Dataset: Catalyst prediction with 721,799 reactions and 888 catalyst types from USPTO. Task: Predict which catalyst facilitates the given reaction. (1) Reactant: C[O:2][C:3](=[O:39])[CH:4]([C:6]1[CH:11]=[CH:10][C:9]([CH2:12][CH:13]2[CH2:38][CH2:37][CH2:36][C:15]3([N:19]([CH2:20][CH2:21][C:22]4[CH:27]=[CH:26][C:25]([O:28][CH3:29])=[CH:24][CH:23]=4)[C:18](=[O:30])[N:17]([CH2:31][CH:32]([CH3:34])[CH3:33])[C:16]3=[O:35])[CH2:14]2)=[CH:8][CH:7]=1)[CH3:5].[Li+].[OH-].Cl. Product: [CH2:31]([N:17]1[C:16](=[O:35])[C:15]2([CH2:36][CH2:37][CH2:38][CH:13]([CH2:12][C:9]3[CH:10]=[CH:11][C:6]([CH:4]([CH3:5])[C:3]([OH:39])=[O:2])=[CH:7][CH:8]=3)[CH2:14]2)[N:19]([CH2:20][CH2:21][C:22]2[CH:27]=[CH:26][C:25]([O:28][CH3:29])=[CH:24][CH:23]=2)[C:18]1=[O:30])[CH:32]([CH3:34])[CH3:33]. The catalyst class is: 20. (2) Reactant: C([O:3][C:4](=[O:24])[C:5]1[CH:10]=[CH:9][CH:8]=[C:7]([CH:11]2[C:20]3[C:15](=[C:16]([Cl:22])[CH:17]=[C:18]([Cl:21])[CH:19]=3)[CH2:14][N:13]([CH3:23])[CH2:12]2)[CH:6]=1)C.[OH-].[K+]. Product: [Cl:21][C:18]1[CH:19]=[C:20]2[C:15](=[C:16]([Cl:22])[CH:17]=1)[CH2:14][N:13]([CH3:23])[CH2:12][CH:11]2[C:7]1[CH:6]=[C:5]([CH:10]=[CH:9][CH:8]=1)[C:4]([OH:24])=[O:3]. The catalyst class is: 5.